This data is from Peptide-MHC class I binding affinity with 185,985 pairs from IEDB/IMGT. The task is: Regression. Given a peptide amino acid sequence and an MHC pseudo amino acid sequence, predict their binding affinity value. This is MHC class I binding data. (1) The peptide sequence is HDFGIPTPS. The MHC is HLA-B44:03 with pseudo-sequence HLA-B44:03. The binding affinity (normalized) is 0. (2) The peptide sequence is SLDQGLVGL. The MHC is HLA-A02:02 with pseudo-sequence HLA-A02:02. The binding affinity (normalized) is 0.540.